Dataset: Full USPTO retrosynthesis dataset with 1.9M reactions from patents (1976-2016). Task: Predict the reactants needed to synthesize the given product. (1) Given the product [O:28]1[CH2:27][CH:26]1[CH2:25][O:7][C:8]1[CH:20]=[CH:19][CH:18]=[CH:17][C:9]=1[CH2:10][C@H:11]1[CH2:16][CH2:15][O:14][C:12]1=[O:13], predict the reactants needed to synthesize it. The reactants are: C(=O)([O-])[O-].[K+].[K+].[OH:7][C:8]1[CH:20]=[CH:19][CH:18]=[CH:17][C:9]=1[CH2:10][CH:11]1[CH2:16][CH2:15][O:14][C:12]1=[O:13].S(C1C=CC([N+]([O-])=O)=CC=1)(O[CH2:25][C@H:26]1[O:28][CH2:27]1)(=O)=O. (2) The reactants are: S(Cl)(Cl)=O.CC1C=CC=CC=1OCC(O)=O.CC1C=CC=CC=1OCC(Cl)=O.[CH3:29][O:30][C:31]1[CH:32]=[C:33]2[C:38](=[CH:39][C:40]=1[O:41][CH3:42])[N:37]=[CH:36][N:35]=[C:34]2[O:43][C:44]1[CH:50]=[CH:49][C:47]([NH2:48])=[CH:46][CH:45]=1.[CH3:51][C:52]1[CH:64]=[CH:63][CH:62]=[CH:61][C:53]=1[O:54][CH2:55][C:56]([N:58]=[C:59]=[S:60])=[O:57]. Given the product [CH3:29][O:30][C:31]1[CH:32]=[C:33]2[C:38](=[CH:39][C:40]=1[O:41][CH3:42])[N:37]=[CH:36][N:35]=[C:34]2[O:43][C:44]1[CH:50]=[CH:49][C:47]([NH:48][C:59]([NH:58][C:56](=[O:57])[CH2:55][O:54][C:53]2[CH:61]=[CH:62][CH:63]=[CH:64][C:52]=2[CH3:51])=[S:60])=[CH:46][CH:45]=1, predict the reactants needed to synthesize it. (3) The reactants are: [NH2:1][C:2]1[N:6]([CH3:7])[C:5](=[O:8])[C:4]([C:16]2[CH:21]=[CH:20][CH:19]=[C:18](Br)[CH:17]=2)([C:9]2[CH:13]=[CH:12][N:11]([CH2:14][CH3:15])[CH:10]=2)[N:3]=1.[N:23]1[CH:28]=[C:27](B(O)O)[CH:26]=[N:25][CH:24]=1.C(=O)([O-])[O-].[Na+].[Na+]. Given the product [NH2:1][C:2]1[N:6]([CH3:7])[C:5](=[O:8])[C:4]([C:9]2[CH:13]=[CH:12][N:11]([CH2:14][CH3:15])[CH:10]=2)([C:16]2[CH:21]=[CH:20][CH:19]=[C:18]([C:27]3[CH:28]=[N:23][CH:24]=[N:25][CH:26]=3)[CH:17]=2)[N:3]=1, predict the reactants needed to synthesize it.